From a dataset of Full USPTO retrosynthesis dataset with 1.9M reactions from patents (1976-2016). Predict the reactants needed to synthesize the given product. (1) Given the product [OH:24][C:18]([C:20]([F:23])([F:22])[F:21])=[O:19].[NH2:7][C@H:8]([CH2:9][CH3:10])[C:11]([N:12]([O:14][CH3:15])[CH3:13])=[O:16], predict the reactants needed to synthesize it. The reactants are: C(OC(=O)[NH:7][C@@H:8]([C:11](=[O:16])[N:12]([O:14][CH3:15])[CH3:13])[CH2:9][CH3:10])(C)(C)C.[C:18]([OH:24])([C:20]([F:23])([F:22])[F:21])=[O:19]. (2) Given the product [CH3:47][N:45]1[CH:46]=[C:42]([C:38]2[CH:37]=[C:36]([C:30]3([CH2:29][NH2:28])[CH2:35][CH2:34][N:33]([C:11]4[C:12]5[C:19]([CH3:20])=[CH:18][NH:17][C:13]=5[N:14]=[CH:15][N:16]=4)[CH2:32][CH2:31]3)[CH:41]=[CH:40][CH:39]=2)[CH:43]=[N:44]1, predict the reactants needed to synthesize it. The reactants are: C(N(C(C)C)C(C)C)C.Cl[C:11]1[C:12]2[C:19]([CH3:20])=[CH:18][NH:17][C:13]=2[N:14]=[CH:15][N:16]=1.C1(C(C2C=CC=CC=2)=[N:28][CH2:29][C:30]2([C:36]3[CH:41]=[CH:40][CH:39]=[C:38]([C:42]4[CH:43]=[N:44][N:45]([CH3:47])[CH:46]=4)[CH:37]=3)[CH2:35][CH2:34][NH:33][CH2:32][CH2:31]2)C=CC=CC=1.Cl.C(O)(C)C. (3) Given the product [CH2:1]([N:8]1[CH2:12][C:13]2[N:14]=[CH:15][C:16]([Cl:20])=[N:17][C:18]=2[O:11][CH2:10][CH2:9]1)[C:2]1[CH:7]=[CH:6][CH:5]=[CH:4][CH:3]=1, predict the reactants needed to synthesize it. The reactants are: [CH2:1]([N:8]([CH2:12][C:13]1[C:18](Cl)=[N:17][C:16]([Cl:20])=[CH:15][N:14]=1)[CH2:9][CH2:10][OH:11])[C:2]1[CH:7]=[CH:6][CH:5]=[CH:4][CH:3]=1.CC([O-])(C)C.[K+]. (4) Given the product [CH3:22][N:21]([CH3:23])[C:18]1[N:17]=[CH:16][C:15]([C:12]2[N:11]=[C:10]([C:6]3[CH:5]=[C:4]([CH:9]=[CH:8][CH:7]=3)[C:3]([OH:24])=[O:2])[O:14][N:13]=2)=[CH:20][CH:19]=1, predict the reactants needed to synthesize it. The reactants are: C[O:2][C:3](=[O:24])[C:4]1[CH:9]=[CH:8][CH:7]=[C:6]([C:10]2[O:14][N:13]=[C:12]([C:15]3[CH:16]=[N:17][C:18]([N:21]([CH3:23])[CH3:22])=[CH:19][CH:20]=3)[N:11]=2)[CH:5]=1.[Li+].[OH-]. (5) Given the product [Cl:32][C:29]1[CH:28]=[CH:27][C:26]([CH2:25][CH2:24][CH2:23][N:21]([CH3:22])[C:16]2[N:17]=[C:18]([NH:33][CH2:34][CH2:35][C:36]3[CH:41]=[CH:40][C:39]([OH:42])=[CH:38][CH:37]=3)[N:19]=[C:14]([N:11]3[CH2:10][CH2:9][N:8]([C:6]([O:5][C:1]([CH3:3])([CH3:2])[CH3:4])=[O:7])[CH2:13][CH2:12]3)[N:15]=2)=[CH:31][CH:30]=1, predict the reactants needed to synthesize it. The reactants are: [C:1]([O:5][C:6]([N:8]1[CH2:13][CH2:12][N:11]([C:14]2[N:19]=[C:18](Cl)[N:17]=[C:16]([N:21]([CH2:23][CH2:24][CH2:25][C:26]3[CH:31]=[CH:30][C:29]([Cl:32])=[CH:28][CH:27]=3)[CH3:22])[N:15]=2)[CH2:10][CH2:9]1)=[O:7])([CH3:4])([CH3:3])[CH3:2].[NH2:33][CH2:34][CH2:35][C:36]1[CH:41]=[CH:40][C:39]([OH:42])=[CH:38][CH:37]=1.CCOC(C)=O.CCOCC.